From a dataset of Reaction yield outcomes from USPTO patents with 853,638 reactions. Predict the reaction yield, written as a fraction of the theoretical maximum amount of product (1.0 means a 100% yield; for example, 0.34 means a 34% yield). (1) The reactants are [S:1]1[CH:5]=[CH:4][CH:3]=[C:2]1[C:6](Cl)=[O:7].[C:9]([O:13][C:14]([N:16]1[CH2:21][CH2:20][NH:19][CH2:18][CH2:17]1)=[O:15])([CH3:12])([CH3:11])[CH3:10]. The catalyst is CN(C1C=CN=CC=1)C.N1C=CC=CC=1. The product is [C:9]([O:13][C:14]([N:16]1[CH2:21][CH2:20][N:19]([C:6]([C:2]2[S:1][CH:5]=[CH:4][CH:3]=2)=[O:7])[CH2:18][CH2:17]1)=[O:15])([CH3:12])([CH3:10])[CH3:11]. The yield is 0.880. (2) The reactants are [CH2:1]([O:8][C@H:9]1[C@H:14]([O:15][CH2:16][C:17]2[CH:22]=[CH:21][CH:20]=[CH:19][CH:18]=2)[C@H:13]([O:23][CH2:24][C:25]2[CH:30]=[CH:29][CH:28]=[CH:27][CH:26]=2)[C@@H:12]([CH2:31]I)[O:11][C@@H:10]1[CH2:33][O:34][CH2:35][C:36]1[CH:41]=[CH:40][CH:39]=[CH:38][CH:37]=1)[C:2]1[CH:7]=[CH:6][CH:5]=[CH:4][CH:3]=1.[P:42]([O:49]CC)([O:46][CH2:47][CH3:48])[O:43][CH2:44][CH3:45]. No catalyst specified. The product is [CH2:24]([O:23][C@H:13]1[C@@H:14]([O:15][CH2:16][C:17]2[CH:22]=[CH:21][CH:20]=[CH:19][CH:18]=2)[C@H:9]([O:8][CH2:1][C:2]2[CH:7]=[CH:6][CH:5]=[CH:4][CH:3]=2)[C@@H:10]([CH2:33][O:34][CH2:35][C:36]2[CH:41]=[CH:40][CH:39]=[CH:38][CH:37]=2)[O:11][C@@H:12]1[CH2:31][P:42](=[O:49])([O:46][CH2:47][CH3:48])[O:43][CH2:44][CH3:45])[C:25]1[CH:30]=[CH:29][CH:28]=[CH:27][CH:26]=1. The yield is 0.700. (3) The reactants are [Cl:1][C:2]1[CH:7]=[C:6]([C:8]([F:17])([C:13]([F:16])([F:15])[F:14])[C:9]([F:12])([F:11])[F:10])[CH:5]=[C:4]([C:18]([F:21])([F:20])[F:19])[C:3]=1[NH:22][C:23](=[O:33])[C:24]1[CH:29]=[CH:28][C:27](I)=[C:26]([NH:31][CH3:32])[CH:25]=1.[Cu][C:35]#[N:36].S([O-])([O-])(=O)=S.[Na+].[Na+]. The catalyst is CN(C=O)C. The product is [Cl:1][C:2]1[CH:7]=[C:6]([C:8]([F:17])([C:13]([F:16])([F:15])[F:14])[C:9]([F:12])([F:11])[F:10])[CH:5]=[C:4]([C:18]([F:21])([F:20])[F:19])[C:3]=1[NH:22][C:23](=[O:33])[C:24]1[CH:29]=[CH:28][C:27]([C:35]#[N:36])=[C:26]([NH:31][CH3:32])[CH:25]=1. The yield is 0.860. (4) The product is [Br:7][C:8]1[CH:13]=[CH:12][C:11]([S:14]([NH2:1])(=[O:16])=[O:15])=[C:10]([CH3:18])[CH:9]=1. The yield is 1.00. The catalyst is C(Cl)(Cl)Cl. The reactants are [NH3:1].C1COCC1.[Br:7][C:8]1[CH:13]=[CH:12][C:11]([S:14](Cl)(=[O:16])=[O:15])=[C:10]([CH3:18])[CH:9]=1.